From a dataset of Full USPTO retrosynthesis dataset with 1.9M reactions from patents (1976-2016). Predict the reactants needed to synthesize the given product. (1) The reactants are: [CH2:1]([O:3][P:4]([CH2:9][N:10]1[C:19]2[C:14](=[C:15]([N+:20]([O-])=O)[CH:16]=[CH:17][CH:18]=2)[C:13](=[O:23])[C:12]([CH3:24])=[CH:11]1)(=[O:8])[O:5][CH2:6][CH3:7])[CH3:2].[ClH:25].[H][H]. Given the product [ClH:25].[CH2:1]([O:3][P:4]([CH2:9][N:10]1[C:19]2[C:14](=[C:15]([NH2:20])[CH:16]=[CH:17][CH:18]=2)[C:13](=[O:23])[C:12]([CH3:24])=[CH:11]1)(=[O:8])[O:5][CH2:6][CH3:7])[CH3:2], predict the reactants needed to synthesize it. (2) Given the product [ClH:34].[CH3:1][S:2]([C:5]1[CH:6]=[CH:7][C:8]([CH2:9][N:10]2[C:18]3[C:13](=[CH:14][CH:15]=[CH:16][CH:17]=3)[C:12]([CH:19]3[CH2:24][CH2:23][NH:22][CH2:21][CH2:20]3)=[CH:11]2)=[CH:32][CH:33]=1)(=[O:3])=[O:4], predict the reactants needed to synthesize it. The reactants are: [CH3:1][S:2]([C:5]1[CH:33]=[CH:32][C:8]([CH2:9][N:10]2[C:18]3[C:13](=[CH:14][CH:15]=[CH:16][CH:17]=3)[C:12]([CH:19]3[CH2:24][CH2:23][N:22](C(OC(C)(C)C)=O)[CH2:21][CH2:20]3)=[CH:11]2)=[CH:7][CH:6]=1)(=[O:4])=[O:3].[ClH:34]. (3) The reactants are: [F:1][C:2]1[C:7]([NH2:8])=[CH:6][C:5]([F:9])=[CH:4][C:3]=1[NH2:10].N1C=CC=CC=1.[CH2:17]([S:20](Cl)(=[O:22])=[O:21])[CH2:18][CH3:19].C([O-])(O)=O.[Na+]. Given the product [NH2:10][C:3]1[C:2]([F:1])=[C:7]([NH:8][S:20]([CH2:17][CH2:18][CH3:19])(=[O:22])=[O:21])[CH:6]=[C:5]([F:9])[CH:4]=1, predict the reactants needed to synthesize it. (4) The reactants are: Br[C:2]1[CH:3]=[C:4]([C:9]2[CH:10]=[C:11]([C:15]3[C:20]([F:21])=[CH:19][C:18]([F:22])=[CH:17][N:16]=3)[N:12]=[N:13][CH:14]=2)[CH:5]=[CH:6][C:7]=1[F:8].[F:23][C:24]1[CH:29]=[C:28]([F:30])[CH:27]=[CH:26][C:25]=1B(O)O. Given the product [F:21][C:20]1[C:15]([C:11]2[N:12]=[N:13][CH:14]=[C:9]([C:4]3[CH:3]=[C:2]([C:27]4[CH:26]=[CH:25][C:24]([F:23])=[CH:29][C:28]=4[F:30])[C:7]([F:8])=[CH:6][CH:5]=3)[CH:10]=2)=[N:16][CH:17]=[C:18]([F:22])[CH:19]=1, predict the reactants needed to synthesize it. (5) Given the product [C:26]([CH2:30][CH2:31][C:32]([O:34][NH:35][C:36]([CH:18]1[CH2:13][CH2:14][N:15]([C:19]([O:21][C:22]([CH3:23])([CH3:24])[CH3:25])=[O:20])[CH2:16][CH2:17]1)=[NH:37])=[O:33])([O:28][CH3:29])=[O:27], predict the reactants needed to synthesize it. The reactants are: C(CCC(ONC([CH:13]1[CH2:18][CH2:17][CH2:16][N:15]([C:19]([O:21][C:22]([CH3:25])([CH3:24])[CH3:23])=[O:20])[CH2:14]1)=N)=O)(OC)=O.[C:26]([CH2:30][CH2:31][C:32]([O:34][NH:35][C:36](C1CCCCN1C(OC(C)(C)C)=O)=[NH:37])=[O:33])([O:28][CH3:29])=[O:27].C(CCC(ONC(C1CCCN1C(OC(C)(C)C)=O)=N)=O)(OC)=O.C(CCC(ONC(C1C=C(NC(=O)OC(C)(C)C)SC=1)=N)=O)(OC)=O.C(CCC(ONC(C1SC(NC(=O)OC(C)(C)C)=CC=1)=N)=O)(OC)=O.C(CCC(ONC(C1C=NN(C)C=1NC(=O)OC(C)(C)C)=N)=O)(OC)=O.C(CCC(ONC(C1NC=CC=1)=N)=O)(OC)=O.C(CCC(ONC(=N)C1C=CC=C(CO[Si](C(C)C)(C(C)C)C(C)C)C=1)=O)(OC)=O.C(CCC(ONC(=N)C1C=CC(CO[Si](C(C)C)(C(C)C)C(C)C)=CC=1)=O)(OC)=O.C(CCC(ONC(C1C=C(NC(=O)NCC(C)C)SC=1)=N)=O)(OC)=O.C(S(C1SC(N)=C(C(NOC(=O)CCC(OC)=O)=N)C=1)(=O)=O)C.ClCC(NOC(=O)CCC(OC)=O)=N.C(CCC(ONC(C1C(C)=NOC=1NC(=O)OC(C)(C)C)=N)=O)(OC)=O. (6) Given the product [CH3:1][O:2][C:3]1[CH:11]=[C:7]2[C:6]([C:12]([C:13]3[CH:18]=[CH:17][CH:16]=[CH:15][C:14]=3[O:19][CH3:20])=[N:23][NH:24][C:8]2=[O:9])=[CH:5][CH:4]=1, predict the reactants needed to synthesize it. The reactants are: [CH3:1][O:2][C:3]1[CH:4]=[CH:5][C:6]([C:12](=O)[C:13]2[CH:18]=[CH:17][CH:16]=[CH:15][C:14]=2[O:19][CH3:20])=[C:7]([CH:11]=1)[C:8](O)=[O:9].O.[NH2:23][NH2:24].